Dataset: NCI-60 drug combinations with 297,098 pairs across 59 cell lines. Task: Regression. Given two drug SMILES strings and cell line genomic features, predict the synergy score measuring deviation from expected non-interaction effect. Drug 1: CC(CN1CC(=O)NC(=O)C1)N2CC(=O)NC(=O)C2. Drug 2: C(CN)CNCCSP(=O)(O)O. Cell line: KM12. Synergy scores: CSS=9.39, Synergy_ZIP=-1.53, Synergy_Bliss=-2.90, Synergy_Loewe=-12.1, Synergy_HSA=-3.70.